From a dataset of Forward reaction prediction with 1.9M reactions from USPTO patents (1976-2016). Predict the product of the given reaction. The product is: [CH3:1][O:2][C:3](=[O:21])[C:4]1[CH:9]=[CH:8][C:7]([CH2:10][N:11]([C:12]2[CH:17]=[CH:16][C:15]([OH:18])=[CH:14][C:13]=2[F:19])[CH3:24])=[CH:6][C:5]=1[CH3:20]. Given the reactants [CH3:1][O:2][C:3](=[O:21])[C:4]1[CH:9]=[CH:8][C:7]([CH2:10][NH:11][C:12]2[CH:17]=[CH:16][C:15]([OH:18])=[CH:14][C:13]=2[F:19])=[CH:6][C:5]=1[CH3:20].C=O.[C:24](O[BH-](OC(=O)C)OC(=O)C)(=O)C.[Na+], predict the reaction product.